This data is from NCI-60 drug combinations with 297,098 pairs across 59 cell lines. The task is: Regression. Given two drug SMILES strings and cell line genomic features, predict the synergy score measuring deviation from expected non-interaction effect. (1) Drug 1: CCC1=CC2CC(C3=C(CN(C2)C1)C4=CC=CC=C4N3)(C5=C(C=C6C(=C5)C78CCN9C7C(C=CC9)(C(C(C8N6C)(C(=O)OC)O)OC(=O)C)CC)OC)C(=O)OC.C(C(C(=O)O)O)(C(=O)O)O. Drug 2: C1=CC(=CC=C1CC(C(=O)O)N)N(CCCl)CCCl.Cl. Cell line: SF-539. Synergy scores: CSS=36.9, Synergy_ZIP=-4.11, Synergy_Bliss=0.728, Synergy_Loewe=-12.4, Synergy_HSA=0.632. (2) Drug 1: CCC1=CC2CC(C3=C(CN(C2)C1)C4=CC=CC=C4N3)(C5=C(C=C6C(=C5)C78CCN9C7C(C=CC9)(C(C(C8N6C)(C(=O)OC)O)OC(=O)C)CC)OC)C(=O)OC.C(C(C(=O)O)O)(C(=O)O)O. Drug 2: C1C(C(OC1N2C=NC3=C(N=C(N=C32)Cl)N)CO)O. Cell line: NCI-H322M. Synergy scores: CSS=33.8, Synergy_ZIP=3.47, Synergy_Bliss=2.03, Synergy_Loewe=-9.45, Synergy_HSA=0.866.